This data is from Forward reaction prediction with 1.9M reactions from USPTO patents (1976-2016). The task is: Predict the product of the given reaction. (1) Given the reactants [CH3:1][O:2][C:3](=[O:12])[C:4]1[CH:9]=[C:8]([NH2:10])[CH:7]=[CH:6][C:5]=1[Cl:11].[Br-:13].[Br-].[Br-].C([N+](CCCC)(CCCC)CCCC)CCC.C([N+](CCCC)(CCCC)CCCC)CCC.C([N+](CCCC)(CCCC)CCCC)CCC.S([O-])([O-])(=O)=S.[Na+].[Na+], predict the reaction product. The product is: [CH3:1][O:2][C:3](=[O:12])[C:4]1[C:9]([Br:13])=[C:8]([NH2:10])[CH:7]=[CH:6][C:5]=1[Cl:11]. (2) Given the reactants [NH2:1][C:2]1[N:10]=[C:9]2[C:5]([NH:6][C:7](=[O:17])[N:8]2[CH:11]2[CH2:16][CH2:15][O:14][CH2:13][CH2:12]2)=[C:4](Cl)[N:3]=1.[N:19]1[CH:24]=[CH:23][C:22](B(O)O)=[CH:21][CH:20]=1.[O-]P([O-])([O-])=O.[K+].[K+].[K+].C(O)(C(F)(F)F)=O, predict the reaction product. The product is: [NH2:1][C:2]1[N:10]=[C:9]2[C:5]([NH:6][C:7](=[O:17])[N:8]2[CH:11]2[CH2:16][CH2:15][O:14][CH2:13][CH2:12]2)=[C:4]([C:22]2[CH:23]=[CH:24][N:19]=[CH:20][CH:21]=2)[N:3]=1. (3) Given the reactants [NH2:1][C@H:2]([C:10]([OH:12])=[O:11])[CH2:3][C:4]1[CH:9]=[CH:8][CH:7]=[CH:6][CH:5]=1.[OH-].[Na+].[CH3:15][C:16]([O:19][C:20](O[C:20]([O:19][C:16]([CH3:18])([CH3:17])[CH3:15])=[O:21])=[O:21])([CH3:18])[CH3:17].C1CCCCC1, predict the reaction product. The product is: [C:20]([NH:1][C@H:2]([C:10]([OH:12])=[O:11])[CH2:3][C:4]1[CH:9]=[CH:8][CH:7]=[CH:6][CH:5]=1)([O:19][C:16]([CH3:18])([CH3:17])[CH3:15])=[O:21]. (4) The product is: [CH3:1][C:2]1[C:3]([C:16]([OH:18])=[O:17])=[N:4][CH:5]=[C:6]([O:8][C@H:9]([C:11]2[O:12][CH:13]=[CH:14][N:15]=2)[CH3:10])[N:7]=1. Given the reactants [CH3:1][C:2]1[C:3]([C:16]([O:18]C)=[O:17])=[N:4][CH:5]=[C:6]([O:8][C@H:9]([C:11]2[O:12][CH:13]=[CH:14][N:15]=2)[CH3:10])[N:7]=1.O.[OH-].[Li+].Cl, predict the reaction product.